This data is from Catalyst prediction with 721,799 reactions and 888 catalyst types from USPTO. The task is: Predict which catalyst facilitates the given reaction. (1) Reactant: [CH2:1]([O:3][P:4]([CH2:9][C:10]1[N:11]=[CH:12][C:13]([NH:16]C(=O)OC(C)(C)C)=[N:14][CH:15]=1)([O:6][CH2:7][CH3:8])=[O:5])[CH3:2].[ClH:24]. Product: [ClH:24].[NH2:16][C:13]1[N:14]=[CH:15][C:10]([CH2:9][P:4](=[O:5])([O:6][CH2:7][CH3:8])[O:3][CH2:1][CH3:2])=[N:11][CH:12]=1. The catalyst class is: 12. (2) Reactant: Cl[C:2]1[C:15]2[C:14](=O)[C:13]3[C:8](=[C:9]([Cl:17])[CH:10]=[CH:11][CH:12]=3)[C:7](=O)[C:6]=2[CH:5]=[CH:4][CH:3]=1.CC[N:21]([CH:25](C)C)C(C)C.[OH2:28].[NH2:29]N. Product: [Cl:17][C:9]1[CH2:10][C:11](=[O:28])[CH2:12][C:13]2[C:8]=1[CH:7]=[C:6]1[C:15](=[C:2]3[CH:25]=[N:21][N:29]=[C:3]3[CH:4]=[CH:5]1)[CH:14]=2. The catalyst class is: 1. (3) Reactant: Br[C:2]1[N:7]=[C:6]([NH:8][C:9]2[CH:13]=[C:12]([CH:14]3[CH2:16][CH2:15]3)[NH:11][N:10]=2)[C:5]([Cl:17])=[CH:4][N:3]=1.[C-:18]#[N:19].[K+]. Product: [Cl:17][C:5]1[C:6]([NH:8][C:9]2[CH:13]=[C:12]([CH:14]3[CH2:16][CH2:15]3)[NH:11][N:10]=2)=[N:7][C:2]([C:18]#[N:19])=[N:3][CH:4]=1. The catalyst class is: 58. (4) Reactant: COCCN(S(F)(F)[F:11])CCOC.[C:14]([N:21]1[CH2:25][CH2:24][C@@H:23](O)[CH2:22]1)([O:16][C:17]([CH3:20])([CH3:19])[CH3:18])=[O:15].C(=O)([O-])O.[Na+]. Product: [F:11][C@H:23]1[CH2:24][CH2:25][N:21]([C:14]([O:16][C:17]([CH3:20])([CH3:19])[CH3:18])=[O:15])[CH2:22]1. The catalyst class is: 4. (5) Reactant: [F:1][C:2]1[CH:3]=[C:4]([CH:19]=[CH:20][CH:21]=1)[CH2:5][O:6][C:7]1[CH:12]=[CH:11][C:10]([C:13]#[C:14][Si](C)(C)C)=[CH:9][CH:8]=1.C(=O)([O-])[O-].[K+].[K+]. Product: [F:1][C:2]1[CH:3]=[C:4]([CH:19]=[CH:20][CH:21]=1)[CH2:5][O:6][C:7]1[CH:12]=[CH:11][C:10]([C:13]#[CH:14])=[CH:9][CH:8]=1. The catalyst class is: 5. (6) Reactant: CS[C:3]1[N:4]=[N:5][C:6]([C:20]#[N:21])=[C:7]([N:9]2[CH2:15][CH2:14][C:13]3[CH:16]=[CH:17][CH:18]=[CH:19][C:12]=3[CH2:11][CH2:10]2)[N:8]=1.O.[NH2:23][NH2:24]. Product: [NH:23]([C:3]1[N:4]=[N:5][C:6]([C:20]#[N:21])=[C:7]([N:9]2[CH2:15][CH2:14][C:13]3[CH:16]=[CH:17][CH:18]=[CH:19][C:12]=3[CH2:11][CH2:10]2)[N:8]=1)[NH2:24]. The catalyst class is: 12. (7) Reactant: C([Li])CCC.[CH2:6]([C:10]1[CH:15]=[CH:14][C:13]([C:16]#[C:17][C:18]2[CH:23]=[CH:22][CH:21]=[C:20]([F:24])[C:19]=2[CH2:25][CH2:26][CH3:27])=[CH:12][CH:11]=1)[CH2:7][CH2:8][CH3:9].CC(C)([O-])C.[K+].[I:34]I.S([O-])(O)=O.[Na+]. Product: [CH2:6]([C:10]1[CH:15]=[CH:14][C:13]([C:16]#[C:17][C:18]2[CH:23]=[CH:22][C:21]([I:34])=[C:20]([F:24])[C:19]=2[CH2:25][CH2:26][CH3:27])=[CH:12][CH:11]=1)[CH2:7][CH2:8][CH3:9]. The catalyst class is: 20.